Dataset: NCI-60 drug combinations with 297,098 pairs across 59 cell lines. Task: Regression. Given two drug SMILES strings and cell line genomic features, predict the synergy score measuring deviation from expected non-interaction effect. (1) Drug 1: CC12CCC3C(C1CCC2=O)CC(=C)C4=CC(=O)C=CC34C. Drug 2: CCC1(C2=C(COC1=O)C(=O)N3CC4=CC5=C(C=CC(=C5CN(C)C)O)N=C4C3=C2)O.Cl. Cell line: M14. Synergy scores: CSS=58.8, Synergy_ZIP=-3.60, Synergy_Bliss=1.30, Synergy_Loewe=-12.1, Synergy_HSA=1.93. (2) Drug 1: CS(=O)(=O)CCNCC1=CC=C(O1)C2=CC3=C(C=C2)N=CN=C3NC4=CC(=C(C=C4)OCC5=CC(=CC=C5)F)Cl. Drug 2: C1CC(=O)NC(=O)C1N2C(=O)C3=CC=CC=C3C2=O. Cell line: MDA-MB-435. Synergy scores: CSS=-1.20, Synergy_ZIP=-2.27, Synergy_Bliss=-4.43, Synergy_Loewe=-3.21, Synergy_HSA=-2.55. (3) Drug 1: CN(CC1=CN=C2C(=N1)C(=NC(=N2)N)N)C3=CC=C(C=C3)C(=O)NC(CCC(=O)O)C(=O)O. Drug 2: CC12CCC3C(C1CCC2OP(=O)(O)O)CCC4=C3C=CC(=C4)OC(=O)N(CCCl)CCCl.[Na+]. Cell line: MDA-MB-231. Synergy scores: CSS=-5.33, Synergy_ZIP=-0.861, Synergy_Bliss=-6.24, Synergy_Loewe=-10.5, Synergy_HSA=-11.0.